Predict which catalyst facilitates the given reaction. From a dataset of Catalyst prediction with 721,799 reactions and 888 catalyst types from USPTO. (1) Reactant: [CH2:1]([N:3]1[C:7]([CH3:8])=[C:6]([CH2:9][S:10][C:11]2[N:16]=[C:15]([OH:17])[CH:14]=[C:13]([CH3:18])[N:12]=2)[N:5]=[CH:4]1)[CH3:2].[ClH:19].O1CCOCC1. Product: [ClH:19].[CH2:1]([N:3]1[C:7]([CH3:8])=[C:6]([CH2:9][S:10][C:11]2[N:16]=[C:15]([OH:17])[CH:14]=[C:13]([CH3:18])[N:12]=2)[N:5]=[CH:4]1)[CH3:2]. The catalyst class is: 5. (2) Reactant: FC(F)(F)C(O)=O.O.[C:9]([C:13]1[CH:64]=[CH:63][C:16]2[NH:17][C:18]([CH2:20][CH2:21][CH:22]3[CH2:25][CH:24]([N:26]([CH2:31][C@@H:32]4[C@H:36]5[O:37]C(C)(C)[O:39][C@H:35]5[C@H:34]([N:42]5[C:46]6[N:47]=[CH:48][N:49]=[C:50]([NH:51]CC7C=CC(OC)=CC=7OC)[C:45]=6[CH:44]=[CH:43]5)[CH2:33]4)[CH2:27][CH:28]([CH3:30])[CH3:29])[CH2:23]3)=[N:19][C:15]=2[CH:14]=1)([CH3:12])([CH3:11])[CH3:10].C([SiH](CC)CC)C.C([O-])([O-])=O.[K+].[K+]. Product: [NH2:51][C:50]1[C:45]2[CH:44]=[CH:43][N:42]([C@@H:34]3[CH2:33][C@H:32]([CH2:31][N:26]([CH:24]4[CH2:23][CH:22]([CH2:21][CH2:20][C:18]5[NH:17][C:16]6[CH:63]=[CH:64][C:13]([C:9]([CH3:12])([CH3:11])[CH3:10])=[CH:14][C:15]=6[N:19]=5)[CH2:25]4)[CH2:27][CH:28]([CH3:29])[CH3:30])[C@@H:36]([OH:37])[C@H:35]3[OH:39])[C:46]=2[N:47]=[CH:48][N:49]=1. The catalyst class is: 24. (3) Reactant: [C:1]1([S:7][CH2:8][C@@H:9]([C:11]([OH:13])=[O:12])[NH2:10])[CH:6]=[CH:5][CH:4]=[CH:3][CH:2]=1.[C:14]([Cl:17])(=O)C. Product: [ClH:17].[CH3:14][O:12][C:11](=[O:13])[C@@H:9]([NH2:10])[CH2:8][S:7][C:1]1[CH:2]=[CH:3][CH:4]=[CH:5][CH:6]=1. The catalyst class is: 5. (4) Reactant: [Cl:1][C:2]1[CH:3]=[C:4]([CH:8]=[C:9]([F:13])[C:10]=1[O:11][CH3:12])[C:5](O)=[O:6].C1(C)C=CC=CC=1.S(Cl)([Cl:23])=O. Product: [Cl:1][C:2]1[CH:3]=[C:4]([CH:8]=[C:9]([F:13])[C:10]=1[O:11][CH3:12])[C:5]([Cl:23])=[O:6]. The catalyst class is: 9. (5) Reactant: [CH3:1][O:2][C:3]1[C:8]([C:9]([NH2:11])=[O:10])=[C:7]([O:12][CH3:13])[N:6]=[CH:5][N:4]=1.CO[C:16](OC)([N:18]([CH3:20])[CH3:19])[CH3:17]. Product: [CH3:19][N:18]([CH3:20])[C:16](=[N:11][C:9]([C:8]1[C:7]([O:12][CH3:13])=[N:6][CH:5]=[N:4][C:3]=1[O:2][CH3:1])=[O:10])[CH3:17]. The catalyst class is: 25.